From a dataset of Merck oncology drug combination screen with 23,052 pairs across 39 cell lines. Regression. Given two drug SMILES strings and cell line genomic features, predict the synergy score measuring deviation from expected non-interaction effect. (1) Synergy scores: synergy=-1.97. Drug 2: NC1(c2ccc(-c3nc4ccn5c(=O)[nH]nc5c4cc3-c3ccccc3)cc2)CCC1. Drug 1: CN1C(=O)C=CC2(C)C3CCC4(C)C(NC(=O)OCC(F)(F)F)CCC4C3CCC12. Cell line: SW620. (2) Drug 1: Cn1nnc2c(C(N)=O)ncn2c1=O. Drug 2: CS(=O)(=O)CCNCc1ccc(-c2ccc3ncnc(Nc4ccc(OCc5cccc(F)c5)c(Cl)c4)c3c2)o1. Cell line: A2058. Synergy scores: synergy=20.3. (3) Drug 1: CC(C)CC(NC(=O)C(Cc1ccccc1)NC(=O)c1cnccn1)B(O)O. Drug 2: CCc1c2c(nc3ccc(O)cc13)-c1cc3c(c(=O)n1C2)COC(=O)C3(O)CC. Cell line: SW837. Synergy scores: synergy=-5.74. (4) Drug 1: CC(=O)OC1C(=O)C2(C)C(O)CC3OCC3(OC(C)=O)C2C(OC(=O)c2ccccc2)C2(O)CC(OC(=O)C(O)C(NC(=O)c3ccccc3)c3ccccc3)C(C)=C1C2(C)C. Drug 2: NC(=O)c1cccc2cn(-c3ccc(C4CCCNC4)cc3)nc12. Cell line: SKMEL30. Synergy scores: synergy=1.02.